This data is from Forward reaction prediction with 1.9M reactions from USPTO patents (1976-2016). The task is: Predict the product of the given reaction. (1) Given the reactants [Cl:1][C:2]1[CH:7]=[C:6]([C:8]([F:11])([F:10])[F:9])[CH:5]=[C:4](F)[C:3]=1[N+:13]([O-:15])=[O:14].[CH3:16][C:17]1[N:18]=[CH:19][NH:20][CH:21]=1.C(=O)([O-])[O-].[K+].[K+].O, predict the reaction product. The product is: [Cl:1][C:2]1[C:3]([N+:13]([O-:15])=[O:14])=[C:4]([N:20]2[CH:21]=[C:17]([CH3:16])[N:18]=[CH:19]2)[CH:5]=[C:6]([C:8]([F:11])([F:10])[F:9])[CH:7]=1. (2) Given the reactants [OH:1][CH2:2][C:3]1[CH:4]=[C:5]([CH:8]=[CH:9][CH:10]=1)[C:6]#[N:7].C1(P(C2C=CC=CC=2)C2C=CC=CC=2)C=CC=CC=1.O[C:31]1[CH:38]=[CH:37][C:34]([CH:35]=[O:36])=[CH:33][CH:32]=1.N(C(OCC)=O)=NC(OCC)=O, predict the reaction product. The product is: [CH:35]([C:34]1[CH:37]=[CH:38][C:31]([O:1][CH2:2][C:3]2[CH:4]=[C:5]([CH:8]=[CH:9][CH:10]=2)[C:6]#[N:7])=[CH:32][CH:33]=1)=[O:36].